From a dataset of Catalyst prediction with 721,799 reactions and 888 catalyst types from USPTO. Predict which catalyst facilitates the given reaction. (1) Reactant: [NH2:1][C:2]1[CH:11]=[C:10]([O:12][Si:13]([C:16]([CH3:19])([CH3:18])[CH3:17])([CH3:15])[CH3:14])[CH:9]=[CH:8][C:3]=1[C:4]([O:6][CH3:7])=[O:5].[N+:20]([C:23]1[CH:30]=[CH:29][CH:28]=[CH:27][C:24]=1[CH:25]=O)([O-])=O.[C:31](O[BH-](OC(=O)C)OC(=O)C)(=[O:33])C.[Na+].O. Product: [Si:13]([O:12][C:10]1[CH:9]=[CH:8][C:3]([C:4]([O:6][CH3:7])=[O:5])=[C:2]([N:1]2[CH2:25][C:24]3[C:23](=[CH:30][CH:29]=[CH:28][CH:27]=3)[NH:20][C:31]2=[O:33])[CH:11]=1)([C:16]([CH3:19])([CH3:18])[CH3:17])([CH3:15])[CH3:14]. The catalyst class is: 15. (2) Reactant: [NH2:1][C:2]1[CH:7]=[CH:6][N:5]([CH2:8][CH2:9][CH2:10][CH2:11][N:12]2[CH:16]=[C:15]([C:17]([NH:19][CH2:20][C:21]3[CH:26]=[CH:25][CH:24]=[C:23]([O:27][C:28]([F:31])([F:30])[F:29])[CH:22]=3)=[O:18])[N:14]=[N:13]2)[C:4](=[O:32])[CH:3]=1.CCN(C(C)C)C(C)C.[CH3:42][CH:43]([CH3:48])[CH2:44][C:45](Cl)=[O:46].[OH-].[Na+]. Product: [CH3:42][CH:43]([CH3:48])[CH2:44][C:45]([NH:1][C:2]1[CH:7]=[CH:6][N:5]([CH2:8][CH2:9][CH2:10][CH2:11][N:12]2[CH:16]=[C:15]([C:17]([NH:19][CH2:20][C:21]3[CH:26]=[CH:25][CH:24]=[C:23]([O:27][C:28]([F:30])([F:31])[F:29])[CH:22]=3)=[O:18])[N:14]=[N:13]2)[C:4](=[O:32])[CH:3]=1)=[O:46]. The catalyst class is: 85. (3) Reactant: [OH:1][C@@:2]([C@@H:22]1[CH2:27][CH2:26][CH2:25][N:24](C(OC(C)(C)C)=O)[CH2:23]1)([C:9]1[CH:14]=[CH:13][CH:12]=[CH:11][C:10]=1[O:15][C:16]1[CH:21]=[CH:20][CH:19]=[CH:18][CH:17]=1)[CH2:3][CH2:4][CH2:5][CH2:6][O:7][CH3:8].Cl.[OH-].[Na+]. Product: [CH3:8][O:7][CH2:6][CH2:5][CH2:4][CH2:3][C@@:2]([C:9]1[CH:14]=[CH:13][CH:12]=[CH:11][C:10]=1[O:15][C:16]1[CH:21]=[CH:20][CH:19]=[CH:18][CH:17]=1)([C@@H:22]1[CH2:27][CH2:26][CH2:25][NH:24][CH2:23]1)[OH:1]. The catalyst class is: 23. (4) The catalyst class is: 8. Reactant: [Br:1][CH2:2][C:3]([C:5]1[CH:10]=[CH:9][N:8]=[C:7]([S:11][CH3:12])[N:6]=1)=O.[NH2:13][C:14]([NH2:16])=[S:15]. Product: [BrH:1].[CH3:12][S:11][C:7]1[N:6]=[C:5]([C:3]2[N:13]=[C:14]([NH2:16])[S:15][CH:2]=2)[CH:10]=[CH:9][N:8]=1. (5) Reactant: [Br:1][C:2]1[CH:10]=[CH:9][CH:8]=[CH:7][C:3]=1[CH2:4][CH2:5]Cl.[S:11]([O-:14])([O-:13])=[O:12].[Na+:15].[Na+].[I-].[Na+]. Product: [Br:1][C:2]1[CH:10]=[CH:9][CH:8]=[CH:7][C:3]=1[CH2:4][CH2:5][S:11]([O-:14])(=[O:13])=[O:12].[Na+:15]. The catalyst class is: 6. (6) Reactant: [CH3:1][O:2][C:3](=[O:31])[C:4]1[CH:9]=[C:8]([O:10][C:11]2[CH:16]=[CH:15][C:14]([NH2:17])=[C:13]([CH:18]=[CH2:19])[CH:12]=2)[CH:7]=[CH:6][C:5]=1[NH:20][S:21]([C:24]1[CH:29]=[CH:28][C:27]([CH3:30])=[CH:26][CH:25]=1)(=[O:23])=[O:22].[C:32]1([CH3:42])[CH:37]=[CH:36][C:35]([S:38](Cl)(=[O:40])=[O:39])=[CH:34][CH:33]=1.N1C=CC=CC=1. Product: [CH3:1][O:2][C:3](=[O:31])[C:4]1[CH:9]=[C:8]([O:10][C:11]2[CH:16]=[CH:15][C:14]([NH:17][S:38]([C:35]3[CH:36]=[CH:37][C:32]([CH3:42])=[CH:33][CH:34]=3)(=[O:40])=[O:39])=[C:13]([CH:18]=[CH2:19])[CH:12]=2)[CH:7]=[CH:6][C:5]=1[NH:20][S:21]([C:24]1[CH:25]=[CH:26][C:27]([CH3:30])=[CH:28][CH:29]=1)(=[O:23])=[O:22]. The catalyst class is: 4.